Dataset: Reaction yield outcomes from USPTO patents with 853,638 reactions. Task: Predict the reaction yield, written as a fraction of the theoretical maximum amount of product (1.0 means a 100% yield; for example, 0.34 means a 34% yield). (1) The reactants are [CH2:1]([N:8]1[C:16]2[C:11](=[C:12]([O:17]CC3C=CC=CC=3)[CH:13]=[CH:14][CH:15]=2)[CH:10]=[C:9]1[CH3:25])[C:2]1[CH:7]=[CH:6][CH:5]=[CH:4][CH:3]=1.C(OCC)(=O)C. The catalyst is [Pd].[Hg].CO. The product is [CH2:1]([N:8]1[C:16]2[CH:15]=[CH:14][CH:13]=[C:12]([OH:17])[C:11]=2[CH:10]=[C:9]1[CH3:25])[C:2]1[CH:3]=[CH:4][CH:5]=[CH:6][CH:7]=1. The yield is 0.490. (2) The reactants are C([Sn](CCCC)(CCCC)[C:6]1[CH:11]=[CH:10][CH:9]=[CH:8][N:7]=1)CCC.I[C:21]1[N:22]=[N:23][C:24]([CH3:27])=[CH:25][CH:26]=1.O. The catalyst is CN(C=O)C.[Cu]I.C1C=CC([P]([Pd]([P](C2C=CC=CC=2)(C2C=CC=CC=2)C2C=CC=CC=2)([P](C2C=CC=CC=2)(C2C=CC=CC=2)C2C=CC=CC=2)[P](C2C=CC=CC=2)(C2C=CC=CC=2)C2C=CC=CC=2)(C2C=CC=CC=2)C2C=CC=CC=2)=CC=1. The product is [CH3:27][C:24]1[N:23]=[N:22][C:21]([C:6]2[CH:11]=[CH:10][CH:9]=[CH:8][N:7]=2)=[CH:26][CH:25]=1. The yield is 0.710. (3) The reactants are [Li+].C[Si]([N-][Si](C)(C)C)(C)C.[CH3:11][O:12][C:13]([CH:15]1[CH2:19][C:18](=[O:20])[N:17]([C:21]2[C:26]([CH3:27])=[CH:25][CH:24]=[CH:23][C:22]=2[CH3:28])[CH2:16]1)=[O:14].I[CH:30]1[CH2:34][CH2:33][CH2:32][CH2:31]1.[NH4+].[Cl-]. The catalyst is C1COCC1. The product is [CH3:11][O:12][C:13]([C:15]1([CH:30]2[CH2:34][CH2:33][CH2:32][CH2:31]2)[CH2:19][C:18](=[O:20])[N:17]([C:21]2[C:26]([CH3:27])=[CH:25][CH:24]=[CH:23][C:22]=2[CH3:28])[CH2:16]1)=[O:14]. The yield is 0.190. (4) The reactants are [CH3:1][N:2]1[C:6]([C:7]([NH:9][C:10]2[CH:11]=[C:12]([C:16]#[C:17][C:18]3[CH:19]=[N:20][CH:21]=[C:22]([CH:26]=3)[C:23](O)=[O:24])[CH:13]=[CH:14][CH:15]=2)=[O:8])=[CH:5][C:4]([CH3:27])=[N:3]1.[CH3:28][S:29]([C:32]1[CH:37]=[CH:36][C:35]([CH2:38][CH2:39][C:40]([O:42][CH3:43])=[O:41])=[CH:34][CH:33]=1)(=[NH:31])=[O:30].F[P-](F)(F)(F)(F)F.N1(O[P+](N(C)C)(N(C)C)N(C)C)C2C=CC=CC=2N=N1.CCN(C(C)C)C(C)C. The catalyst is CN(C=O)C.CCOC(C)=O. The product is [CH3:1][N:2]1[C:6]([C:7]([NH:9][C:10]2[CH:11]=[C:12]([C:16]#[C:17][C:18]3[CH:26]=[C:22]([C:23]([N:31]=[S:29]([C:32]4[CH:33]=[CH:34][C:35]([CH2:38][CH2:39][C:40]([O:42][CH3:43])=[O:41])=[CH:36][CH:37]=4)([CH3:28])=[O:30])=[O:24])[CH:21]=[N:20][CH:19]=3)[CH:13]=[CH:14][CH:15]=2)=[O:8])=[CH:5][C:4]([CH3:27])=[N:3]1. The yield is 0.450. (5) The reactants are [Br:1][C:2]1[C:3](F)=[C:4]2[C:10]([NH:11][C:12]([C:14]3[CH:18]=[C:17]([CH3:19])[O:16][N:15]=3)=[O:13])=[CH:9][NH:8][C:5]2=[N:6][CH:7]=1.[NH:21]1[CH2:26][CH2:25][CH2:24][C@@H:23]([NH:27][C:28](=[O:34])[O:29][C:30]([CH3:33])([CH3:32])[CH3:31])[CH2:22]1. The catalyst is CCCCO. The product is [Br:1][C:2]1[C:3]([N:21]2[CH2:26][CH2:25][CH2:24][C@@H:23]([NH:27][C:28](=[O:34])[O:29][C:30]([CH3:32])([CH3:31])[CH3:33])[CH2:22]2)=[C:4]2[C:10]([NH:11][C:12]([C:14]3[CH:18]=[C:17]([CH3:19])[O:16][N:15]=3)=[O:13])=[CH:9][NH:8][C:5]2=[N:6][CH:7]=1. The yield is 0.130. (6) The reactants are [CH3:1][O:2][CH2:3][CH2:4][O:5][C:6]1[CH:7]=[C:8]2[C:13](=[CH:14][C:15]=1[O:16][CH2:17][CH2:18][O:19][CH3:20])[N:12]=[CH:11][N:10]=[C:9]2[S:21][C:22]1[CH:23]=[C:24]([NH:28][C:29]([NH:31][C:32]2[CH:36]=[C:35]([C:37]([CH3:40])([CH3:39])[CH3:38])[O:34][N:33]=2)=[O:30])[CH:25]=[CH:26][CH:27]=1.[ClH:41].CCOCC. The catalyst is C(Cl)Cl.CO. The product is [ClH:41].[CH3:1][O:2][CH2:3][CH2:4][O:5][C:6]1[CH:7]=[C:8]2[C:13](=[CH:14][C:15]=1[O:16][CH2:17][CH2:18][O:19][CH3:20])[N:12]=[CH:11][N:10]=[C:9]2[S:21][C:22]1[CH:23]=[C:24]([NH:28][C:29]([NH:31][C:32]2[CH:36]=[C:35]([C:37]([CH3:40])([CH3:39])[CH3:38])[O:34][N:33]=2)=[O:30])[CH:25]=[CH:26][CH:27]=1. The yield is 0.400. (7) The reactants are [F:1][C:2]([F:6])([F:5])[CH2:3][NH2:4].[C:7](N1C=CN=C1)(N1C=CN=C1)=[S:8].[CH2:19]([CH:21]1[CH2:25][NH:24][N:23]=[CH:22]1)[CH3:20]. The catalyst is C(#N)C. The product is [F:1][C:2]([F:6])([F:5])[CH2:3][NH:4][C:7]([N:23]1[CH2:22][CH:21]([CH2:19][CH3:20])[CH:25]=[N:24]1)=[S:8]. The yield is 0.600. (8) The reactants are Cl[CH2:2][C:3]1[CH:29]=[CH:28][C:6]([C:7]([NH:9][C:10]2[S:11][C:12]([C:20]([CH:22]3[CH2:27][CH2:26][O:25][CH2:24][CH2:23]3)=[O:21])=[C:13]([C:15]3[O:16][CH:17]=[CH:18][CH:19]=3)[N:14]=2)=[O:8])=[CH:5][CH:4]=1.[CH3:30][NH:31][CH3:32].C1COCC1. No catalyst specified. The product is [CH3:30][N:31]([CH2:2][C:3]1[CH:29]=[CH:28][C:6]([C:7]([NH:9][C:10]2[S:11][C:12]([C:20]([CH:22]3[CH2:27][CH2:26][O:25][CH2:24][CH2:23]3)=[O:21])=[C:13]([C:15]3[O:16][CH:17]=[CH:18][CH:19]=3)[N:14]=2)=[O:8])=[CH:5][CH:4]=1)[CH3:32]. The yield is 0.440.